The task is: Predict the reactants needed to synthesize the given product.. This data is from Full USPTO retrosynthesis dataset with 1.9M reactions from patents (1976-2016). Given the product [N:1]([C@H:10]([CH3:28])[CH2:11][CH2:12][CH2:13][CH2:14][N:15]1[C:24](=[O:25])[C:23]2[N:22]([CH3:26])[CH:21]=[N:20][C:19]=2[N:18]([CH3:27])[C:16]1=[O:17])=[N+:2]=[N-:3], predict the reactants needed to synthesize it. The reactants are: [N-:1]=[N+:2]=[N-:3].[Na+].CS(O[C@@H:10]([CH3:28])[CH2:11][CH2:12][CH2:13][CH2:14][N:15]1[C:24](=[O:25])[C:23]2[N:22]([CH3:26])[CH:21]=[N:20][C:19]=2[N:18]([CH3:27])[C:16]1=[O:17])(=O)=O.O.